From a dataset of Reaction yield outcomes from USPTO patents with 853,638 reactions. Predict the reaction yield, written as a fraction of the theoretical maximum amount of product (1.0 means a 100% yield; for example, 0.34 means a 34% yield). (1) The reactants are [Cl:1][C:2]1[N:3]=[C:4](Cl)[C:5]2[CH2:11][O:10][CH2:9][CH:8]([C:12]3[CH:17]=[CH:16][CH:15]=[CH:14][CH:13]=3)[C:6]=2[N:7]=1.[CH3:19][NH:20][CH2:21][CH3:22]. The catalyst is CO. The product is [Cl:1][C:2]1[N:3]=[C:4]([N:20]([CH2:21][CH3:22])[CH3:19])[C:5]2[CH2:11][O:10][CH2:9][CH:8]([C:12]3[CH:17]=[CH:16][CH:15]=[CH:14][CH:13]=3)[C:6]=2[N:7]=1. The yield is 1.00. (2) The reactants are [Br:1][C:2]1[C:6]2[CH2:7][N:8]([C:11](OC(C)(C)C)=[O:12])[CH2:9][CH2:10][C:5]=2[N:4]([CH2:18][CH:19]2[CH2:21][CH2:20]2)[N:3]=1.F[C:23](F)(F)C(O)=O.C(OC(=O)C)(=O)C. The catalyst is C(Cl)Cl. The product is [Br:1][C:2]1[C:6]2[CH2:7][N:8]([C:11](=[O:12])[CH3:23])[CH2:9][CH2:10][C:5]=2[N:4]([CH2:18][CH:19]2[CH2:21][CH2:20]2)[N:3]=1. The yield is 0.960.